Dataset: Retrosynthesis with 50K atom-mapped reactions and 10 reaction types from USPTO. Task: Predict the reactants needed to synthesize the given product. (1) Given the product CC1c2ccc(-c3cccnc3)n2CCN1C(=O)c1cc2ncc(Br)cn2n1, predict the reactants needed to synthesize it. The reactants are: CC1NCCn2c(-c3cccnc3)ccc21.O=C(O)c1cc2ncc(Br)cn2n1. (2) Given the product O=C(O)C12CC3CC(C1)C(NC(=O)C1(CNS(=O)(=O)c4ccccc4F)CC1)C(C3)C2, predict the reactants needed to synthesize it. The reactants are: COC(=O)C12CC3CC(C1)C(NC(=O)C1(CNS(=O)(=O)c4ccccc4F)CC1)C(C3)C2. (3) Given the product Cc1nc2ccccc2n1CCn1cc(N)cn1, predict the reactants needed to synthesize it. The reactants are: Cc1nc2ccccc2n1CCn1cc([N+](=O)[O-])cn1. (4) Given the product CCOC(=O)CCCCCOc1ccc(Nc2ccncc2)cc1, predict the reactants needed to synthesize it. The reactants are: CCOC(=O)CCCCCOc1ccc(N(C(=O)OC(C)(C)C)c2ccncc2)cc1. (5) Given the product COc1cc2c(Nc3ccc(Cl)cc3F)ncnc2cc1OCCN(C)c1cc(C)nc(C)c1, predict the reactants needed to synthesize it. The reactants are: COc1cc2c(Nc3ccc(Cl)cc3F)ncnc2cc1O.Cc1cc(N(C)CCO)cc(C)n1. (6) Given the product Cn1cc(-n2ccc(=O)c(C(O)c3ccc4ncccc4c3)n2)cn1, predict the reactants needed to synthesize it. The reactants are: Cn1cc(-n2ccc(=O)c(C(=O)c3ccc4ncccc4c3)n2)cn1.